Dataset: Catalyst prediction with 721,799 reactions and 888 catalyst types from USPTO. Task: Predict which catalyst facilitates the given reaction. (1) Reactant: [NH:1]1[CH2:6][CH2:5][CH:4]([C:7]([O:9][C:10]([CH3:13])([CH3:12])[CH3:11])=[O:8])[CH2:3][CH2:2]1.C(N(C(C)C)CC)(C)C.Br[CH2:24][C:25]([O:27][CH2:28][C:29]1[CH:34]=[CH:33][CH:32]=[CH:31][CH:30]=1)=[O:26].O. Product: [CH2:28]([O:27][C:25](=[O:26])[CH2:24][N:1]1[CH2:6][CH2:5][CH:4]([C:7]([O:9][C:10]([CH3:13])([CH3:12])[CH3:11])=[O:8])[CH2:3][CH2:2]1)[C:29]1[CH:34]=[CH:33][CH:32]=[CH:31][CH:30]=1. The catalyst class is: 10. (2) Reactant: [F:8][C:7]([F:10])([F:9])[C:6](O[C:6](=[O:11])[C:7]([F:10])([F:9])[F:8])=[O:11].Br.[CH3:15][C@:16]12[C:24]([CH3:26])([CH3:25])[C@H:20]([NH:21][CH2:22][CH2:23]1)[CH2:19][C:18]1[C:27]([OH:31])=[CH:28][CH:29]=[CH:30][C:17]2=1.C(N(CC)CC)C. Product: [F:10][C:7]([F:8])([F:9])[C:6]([N:21]1[CH2:22][CH2:23][C@:16]2([CH3:15])[C:24]([CH3:26])([CH3:25])[C@H:20]1[CH2:19][C:18]1[C:27]([OH:31])=[CH:28][CH:29]=[CH:30][C:17]=12)=[O:11]. The catalyst class is: 46. (3) Reactant: [CH3:1][C:2]([CH3:34])([CH3:33])[C:3](=[O:32])[CH2:4][O:5][C:6]1[CH:11]=[CH:10][C:9]([C:12]([C:17]2[CH:29]=[CH:28][C:20]([O:21][CH2:22][C:23]([O:25]CC)=[O:24])=[C:19]([CH3:30])[CH:18]=2)([CH2:15][CH3:16])[CH2:13][CH3:14])=[CH:8][C:7]=1[CH3:31].O.O[Li].O. Product: [CH3:34][C:2]([CH3:1])([CH3:33])[C:3](=[O:32])[CH2:4][O:5][C:6]1[CH:11]=[CH:10][C:9]([C:12]([C:17]2[CH:29]=[CH:28][C:20]([O:21][CH2:22][C:23]([OH:25])=[O:24])=[C:19]([CH3:30])[CH:18]=2)([CH2:13][CH3:14])[CH2:15][CH3:16])=[CH:8][C:7]=1[CH3:31]. The catalyst class is: 1. (4) Reactant: [CH:1]1([Mg]Cl)[CH2:6][CH2:5][CH2:4][CH2:3][CH2:2]1.[NH4+:9].[Cl-].[N:11]1[CH:16]=[CH:15][CH:14]=[CH:13]C=1.Cl[C:18]([O:20][CH2:21][CH3:22])=[O:19].[C:23]([OH:29])(C(F)(F)F)=O.C([O-])(O)=O.[Na+].C[C:36]#[N:37]. Product: [C:36]([C:15]1[CH:16]([CH:1]2[CH2:6][CH2:5][CH2:4][CH2:3][CH2:2]2)[N:11]([C:18]([O:20][CH2:21][CH3:22])=[O:19])[C:23](=[O:29])[NH:9][C:14]=1[CH3:13])#[N:37]. The catalyst class is: 387. (5) Reactant: [I:1][C:2]1[CH:11]=[CH:10][CH:9]=[C:8]2[C:3]=1[CH2:4][CH2:5][N:6]1[C:16](=[O:17])[CH2:15][NH:14][C:13](=O)[CH:12]=[C:7]12.O=P(Cl)(Cl)Cl.[CH2:24]([C:26]1[N:27]=[CH:28][NH:29][CH:30]=1)[CH3:25]. Product: [CH2:24]([C:26]1[N:27]=[CH:28][N:29]([C:13]2[CH:12]=[C:7]3[C:8]4[C:3]([CH2:4][CH2:5][N:6]3[C:16](=[O:17])[CH2:15][N:14]=2)=[C:2]([I:1])[CH:11]=[CH:10][CH:9]=4)[CH:30]=1)[CH3:25]. The catalyst class is: 26. (6) Reactant: [F:1][C:2]1[CH:9]=[CH:8][C:5]([C:6]#[N:7])=[C:4]([C:10]([F:13])([F:12])[F:11])[CH:3]=1.S(=O)(=O)(O)[OH:15]. Product: [F:1][C:2]1[CH:9]=[CH:8][C:5]([C:6]([NH2:7])=[O:15])=[C:4]([C:10]([F:11])([F:12])[F:13])[CH:3]=1. The catalyst class is: 86. (7) Reactant: [Cl:1][C:2]1[S:6][C:5]([C:7]([NH:9][CH2:10][CH2:11][C:12]([OH:14])=O)=[O:8])=[CH:4][CH:3]=1.[NH2:15][C:16]1[CH:17]=[CH:18][C:19]([N:22]2[CH2:27][CH2:26][O:25][CH2:24][C:23]2=[O:28])=[N:20][CH:21]=1.[B-](F)(F)(F)F.CCOC(C(C#N)=NOC(N(C)C)=[N+](C)C)=O.C(N(CC)CC)C. Product: [O:28]=[C:23]1[CH2:24][O:25][CH2:26][CH2:27][N:22]1[C:19]1[N:20]=[CH:21][C:16]([NH:15][C:12]([CH2:11][CH2:10][NH:9][C:7]([C:5]2[S:6][C:2]([Cl:1])=[CH:3][CH:4]=2)=[O:8])=[O:14])=[CH:17][CH:18]=1. The catalyst class is: 18. (8) Reactant: C(N(CC)CC)C.[CH3:8][O:9][C:10](=[O:25])[CH2:11][CH:12]1[CH2:17][CH2:16][CH:15]([C:18]2[CH:23]=[CH:22][C:21]([OH:24])=[CH:20][CH:19]=2)[CH2:14][CH2:13]1.[F:26][C:27]([F:33])([F:32])[S:28](O)(=[O:30])=[O:29].O. Product: [CH3:8][O:9][C:10](=[O:25])[CH2:11][CH:12]1[CH2:13][CH2:14][CH:15]([C:18]2[CH:19]=[CH:20][C:21]([O:24][S:28]([C:27]([F:33])([F:32])[F:26])(=[O:30])=[O:29])=[CH:22][CH:23]=2)[CH2:16][CH2:17]1. The catalyst class is: 2. (9) Reactant: [Br:1][C:2]1[CH:7]=[CH:6][C:5]([OH:8])=[CH:4][C:3]=1[O:9][CH3:10].CCN(C(C)C)C(C)C.[C:20]([Si:24](Cl)([CH3:26])[CH3:25])([CH3:23])([CH3:22])[CH3:21]. Product: [Br:1][C:2]1[CH:7]=[CH:6][C:5]([O:8][Si:24]([C:20]([CH3:23])([CH3:22])[CH3:21])([CH3:26])[CH3:25])=[CH:4][C:3]=1[O:9][CH3:10]. The catalyst class is: 34. (10) Reactant: COC[O:4][C:5]1[CH:6]=[C:7]([CH:11]([CH3:17])[C:12]([O:14][CH2:15][CH3:16])=[O:13])[CH:8]=[CH:9][CH:10]=1.FC(F)(F)C(O)=O.C([O-])(O)=O.[Na+]. Product: [OH:4][C:5]1[CH:6]=[C:7]([CH:11]([CH3:17])[C:12]([O:14][CH2:15][CH3:16])=[O:13])[CH:8]=[CH:9][CH:10]=1. The catalyst class is: 34.